Dataset: Forward reaction prediction with 1.9M reactions from USPTO patents (1976-2016). Task: Predict the product of the given reaction. (1) Given the reactants [H-].[Na+].[Br:3][C:4]1[CH:5]=[C:6]([OH:11])[C:7](=[CH:9][CH:10]=1)[OH:8].Cl.Cl[CH2:14][CH2:15][N:16]1[CH2:21][CH2:20][O:19][CH2:18][CH2:17]1.[OH2:22], predict the reaction product. The product is: [O:19]1[CH2:20][CH2:21][N:16]([CH2:15][CH2:14][O:11][C:6]2[CH:5]=[C:4]([Br:3])[CH:10]=[CH:9][C:7]=2[O:8][CH2:14][CH2:15][N:16]2[CH2:21][CH2:20][O:22][CH2:18][CH2:17]2)[CH2:17][CH2:18]1. (2) Given the reactants [OH-].[Na+].[CH3:3][C:4]([NH:6][C@@H:7]1[C:17]2[CH:18]=[C:19]([OH:24])C([CH:22]=[CH:23][C:16]=2[C:15]2[C:10](=[CH:11][C:12]([O:29][CH3:30])=[C:13]([O:27][CH3:28])[C:14]=2[O:25][CH3:26])[CH2:9][CH2:8]1)=O)=[O:5].N[C@H](C(O)=O)CC1C=C2C(C=CC=C2)=CC=1.[I:47]I.Cl, predict the reaction product. The product is: [OH:24][C:19]1[C:22]([I:47])=[CH:23][C:16]2[C:15]3[C:14]([O:25][CH3:26])=[C:13]([O:27][CH3:28])[C:12]([O:29][CH3:30])=[CH:11][C:10]=3[CH2:9][CH2:8][C@H:7]([NH:6][C:4](=[O:5])[CH3:3])[C:17]=2[CH:18]=1. (3) Given the reactants [Cl:1][C:2]1[CH:11]=[CH:10][C:5]([C:6](=[N:8][OH:9])[NH2:7])=[CH:4][CH:3]=1.[C:12]([O:16][C:17]([NH:19][C@@H:20]([CH3:24])[C:21](O)=O)=[O:18])([CH3:15])([CH3:14])[CH3:13].C1CCC(N=C=NC2CCCCC2)CC1, predict the reaction product. The product is: [Cl:1][C:2]1[CH:11]=[CH:10][C:5]([C:6]2[N:7]=[C:24]([C@@H:20]([NH:19][C:17](=[O:18])[O:16][C:12]([CH3:13])([CH3:15])[CH3:14])[CH3:21])[O:9][N:8]=2)=[CH:4][CH:3]=1.